From a dataset of Full USPTO retrosynthesis dataset with 1.9M reactions from patents (1976-2016). Predict the reactants needed to synthesize the given product. (1) Given the product [CH3:1][C:2]1[CH:21]=[CH:20][C:19]([C:32]2[C:37]([C:38]([OH:40])=[O:39])=[CH:36][CH:35]=[CH:34][N:33]=2)=[CH:18][C:3]=1[C:4]([NH:6][CH2:7][C:8]12[CH2:15][CH:14]3[CH2:16][CH:10]([CH2:11][CH:12]([CH2:13]3)[CH2:17]1)[CH2:9]2)=[O:5], predict the reactants needed to synthesize it. The reactants are: [CH3:1][C:2]1[CH:21]=[CH:20][C:19](B2OC(C)(C)C(C)(C)O2)=[CH:18][C:3]=1[C:4]([NH:6][CH2:7][C:8]12[CH2:17][CH:12]3[CH2:13][CH:14]([CH2:16][CH:10]([CH2:11]3)[CH2:9]1)[CH2:15]2)=[O:5].Cl[C:32]1[C:37]([C:38]([O:40]CC)=[O:39])=[CH:36][CH:35]=[CH:34][N:33]=1.C(=O)([O-])[O-].[Na+].[Na+].[OH-].[Na+].Cl. (2) Given the product [F:37][C:38]([F:43])([F:42])[C:39]([OH:41])=[O:40].[F:35][C:29]1[CH:30]=[CH:31][C:32]([F:34])=[CH:33][C:28]=1[C@@H:9]1[C@@H:8]([NH2:7])[CH2:13][C@@H:12]([N:14]2[CH2:21][C:20]3[CH2:19][NH:18][N:17]([S:22]([CH:25]4[CH2:27][CH2:26]4)(=[O:23])=[O:24])[C:16]=3[CH2:15]2)[CH2:11][O:10]1, predict the reactants needed to synthesize it. The reactants are: C(OC(=O)[NH:7][C@H:8]1[CH2:13][C@@H:12]([N:14]2[CH2:21][C:20]3[CH2:19][NH:18][N:17]([S:22]([CH:25]4[CH2:27][CH2:26]4)(=[O:24])=[O:23])[C:16]=3[CH2:15]2)[CH2:11][O:10][C@@H:9]1[C:28]1[CH:33]=[C:32]([F:34])[CH:31]=[CH:30][C:29]=1[F:35])(C)(C)C.[F:37][C:38]([F:43])([F:42])[C:39]([OH:41])=[O:40]. (3) Given the product [Cl:15][C:16]1[CH:17]=[CH:18][C:19]2[S:23][C:22]([CH2:24][NH:5][C:4]3[CH:6]=[C:7]([C:10]4[O:14][CH:13]=[N:12][CH:11]=4)[CH:8]=[CH:9][C:3]=3[O:2][CH3:1])=[CH:21][C:20]=2[CH:26]=1, predict the reactants needed to synthesize it. The reactants are: [CH3:1][O:2][C:3]1[CH:9]=[CH:8][C:7]([C:10]2[O:14][CH:13]=[N:12][CH:11]=2)=[CH:6][C:4]=1[NH2:5].[Cl:15][C:16]1[CH:17]=[CH:18][C:19]2[S:23][C:22]([CH:24]=O)=[CH:21][C:20]=2[CH:26]=1. (4) The reactants are: Cl[C:2]1[C:7]([C:8]2[N:13]=[CH:12][N:11]=[C:10]([NH:14][CH3:15])[CH:9]=2)=[CH:6][CH:5]=[CH:4][N:3]=1.[OH:16][C:17]1[CH:18]=[C:19]([CH:33]=[CH:34][C:35]=1[CH3:36])[C:20]([NH:22][C:23]1[CH:28]=[CH:27][CH:26]=[C:25]([C:29]([F:32])([F:31])[F:30])[CH:24]=1)=[O:21].C([O-])([O-])=O.[Cs+].[Cs+].CS(C)=O. Given the product [CH3:36][C:35]1[CH:34]=[CH:33][C:19]([C:20]([NH:22][C:23]2[CH:28]=[CH:27][CH:26]=[C:25]([C:29]([F:30])([F:31])[F:32])[CH:24]=2)=[O:21])=[CH:18][C:17]=1[O:16][C:2]1[C:7]([C:8]2[CH:9]=[C:10]([NH:14][CH3:15])[N:11]=[CH:12][N:13]=2)=[CH:6][CH:5]=[CH:4][N:3]=1, predict the reactants needed to synthesize it. (5) Given the product [NH2:23][C:21]1[N:20]=[CH:19][N:18]=[C:17]2[N:16]([CH:25]3[CH2:38][C:27]4([CH2:30][N:29]([C:31]([O:33][C:34]([CH3:36])([CH3:35])[CH3:37])=[O:32])[CH2:28]4)[CH2:26]3)[N:15]=[C:14]([C:11]3[CH:12]=[CH:13][C:8]([O:1][C:2]4[CH:7]=[CH:6][CH:5]=[CH:4][CH:3]=4)=[CH:9][CH:10]=3)[C:22]=12, predict the reactants needed to synthesize it. The reactants are: [O:1]([C:8]1[CH:13]=[CH:12][C:11]([C:14]2[C:22]3[C:17](=[N:18][CH:19]=[N:20][C:21]=3[NH2:23])[NH:16][N:15]=2)=[CH:10][CH:9]=1)[C:2]1[CH:7]=[CH:6][CH:5]=[CH:4][CH:3]=1.O[CH:25]1[CH2:38][C:27]2([CH2:30][N:29]([C:31]([O:33][C:34]([CH3:37])([CH3:36])[CH3:35])=[O:32])[CH2:28]2)[CH2:26]1.C1(P(C2C=CC=CC=2)C2C=CC=CC=2)C=CC=CC=1.N#N.CC(OC(/N=N/C(OC(C)C)=O)=O)C. (6) Given the product [O:22]=[C:1]1[CH:2]=[CH:3][C:4](=[O:21])[N:5]1[CH2:6][CH2:7][CH2:8][CH2:9][CH2:10][C:11]([NH:23][C@@H:24]([CH:25]([CH3:27])[CH3:26])[C:28]([NH:30][C@@H:31]([CH3:32])[C:33]([OH:35])=[O:34])=[O:29])=[O:12], predict the reactants needed to synthesize it. The reactants are: [C:1]1(=[O:22])[N:5]([CH2:6][CH2:7][CH2:8][CH2:9][CH2:10][C:11](C2CC(=O)N(O)C2=O)=[O:12])[C:4](=[O:21])[CH:3]=[CH:2]1.[NH2:23][C@H:24]([C:28]([NH:30][C@H:31]([C:33]([OH:35])=[O:34])[CH3:32])=[O:29])[CH:25]([CH3:27])[CH3:26].CCN(C(C)C)C(C)C.Cl.